The task is: Regression. Given a peptide amino acid sequence and an MHC pseudo amino acid sequence, predict their binding affinity value. This is MHC class I binding data.. This data is from Peptide-MHC class I binding affinity with 185,985 pairs from IEDB/IMGT. (1) The peptide sequence is MMKYLAFGL. The MHC is HLA-E01:03 with pseudo-sequence HLA-E01:03. The binding affinity (normalized) is 0.446. (2) The peptide sequence is LPFPFLYKFLL. The MHC is HLA-A68:02 with pseudo-sequence HLA-A68:02. The binding affinity (normalized) is 0.611. (3) The peptide sequence is YPKFHRSAM. The MHC is HLA-B08:01 with pseudo-sequence HLA-B08:01. The binding affinity (normalized) is 0.680. (4) The peptide sequence is IVVALSSLV. The MHC is HLA-A02:02 with pseudo-sequence HLA-A02:02. The binding affinity (normalized) is 0.696. (5) The peptide sequence is TYPVLEEMF. The MHC is HLA-B58:01 with pseudo-sequence HLA-B58:01. The binding affinity (normalized) is 0. (6) The peptide sequence is EVRKAIEFV. The MHC is HLA-A30:02 with pseudo-sequence HLA-A30:02. The binding affinity (normalized) is 0.213.